From a dataset of NCI-60 drug combinations with 297,098 pairs across 59 cell lines. Regression. Given two drug SMILES strings and cell line genomic features, predict the synergy score measuring deviation from expected non-interaction effect. (1) Drug 1: CC1C(C(CC(O1)OC2CC(CC3=C2C(=C4C(=C3O)C(=O)C5=C(C4=O)C(=CC=C5)OC)O)(C(=O)C)O)N)O.Cl. Drug 2: CCN(CC)CCCC(C)NC1=C2C=C(C=CC2=NC3=C1C=CC(=C3)Cl)OC. Cell line: T-47D. Synergy scores: CSS=6.82, Synergy_ZIP=-7.00, Synergy_Bliss=-8.01, Synergy_Loewe=-12.9, Synergy_HSA=-7.95. (2) Synergy scores: CSS=6.75, Synergy_ZIP=0.743, Synergy_Bliss=7.48, Synergy_Loewe=3.77, Synergy_HSA=3.75. Drug 1: CNC(=O)C1=CC=CC=C1SC2=CC3=C(C=C2)C(=NN3)C=CC4=CC=CC=N4. Drug 2: CS(=O)(=O)CCNCC1=CC=C(O1)C2=CC3=C(C=C2)N=CN=C3NC4=CC(=C(C=C4)OCC5=CC(=CC=C5)F)Cl. Cell line: SF-268. (3) Drug 1: COC1=C(C=C2C(=C1)N=CN=C2NC3=CC(=C(C=C3)F)Cl)OCCCN4CCOCC4. Drug 2: CC1CCC2CC(C(=CC=CC=CC(CC(C(=O)C(C(C(=CC(C(=O)CC(OC(=O)C3CCCCN3C(=O)C(=O)C1(O2)O)C(C)CC4CCC(C(C4)OC)OCCO)C)C)O)OC)C)C)C)OC. Cell line: MDA-MB-435. Synergy scores: CSS=13.6, Synergy_ZIP=-3.36, Synergy_Bliss=-0.664, Synergy_Loewe=-1.20, Synergy_HSA=0.835.